Dataset: Drug-target binding data from BindingDB using Kd measurements. Task: Regression. Given a target protein amino acid sequence and a drug SMILES string, predict the binding affinity score between them. We predict pKd (pKd = -log10(Kd in M); higher means stronger binding). Dataset: bindingdb_kd. (1) The drug is NCCOc1c(-c2ccc(N3CCOCC3)cc2)[nH]c(=O)c2cc(F)ccc12. The target protein (Q9UGN5) has sequence MAARRRRSTGGGRARALNESKRVNNGNTAPEDSSPAKKTRRCQRQESKKMPVAGGKANKDRTEDKQDGMPGRSWASKRVSESVKALLLKGKAPVDPECTAKVGKAHVYCEGNDVYDVMLNQTNLQFNNNKYYLIQLLEDDAQRNFSVWMRWGRVGKMGQHSLVACSGNLNKAKEIFQKKFLDKTKNNWEDREKFEKVPGKYDMLQMDYATNTQDEEETKKEESLKSPLKPESQLDLRVQELIKLICNVQAMEEMMMEMKYNTKKAPLGKLTVAQIKAGYQSLKKIEDCIRAGQHGRALMEACNEFYTRIPHDFGLRTPPLIRTQKELSEKIQLLEALGDIEIAIKLVKTELQSPEHPLDQHYRNLHCALRPLDHESYEFKVISQYLQSTHAPTHSDYTMTLLDLFEVEKDGEKEAFREDLHNRMLLWHGSRMSNWVGILSHGLRIAPPEAPITGYMFGKGIYFADMSSKSANYCFASRLKNTGLLLLSEVALGQCNELLE.... The pKd is 5.1. (2) The target protein sequence is MDTLAPESTRQNLRSQRLNLLTNEPHQRLESLVKSKEPFASRDNFARFVAAQYLFQHDLEPLYRNEALARLFPGLASRARDDAARADLADLGHPVPEGDQSVREADLSLAEALGWLFVSEGSKLGAAFLFKKAAALELDENFGARHLAEPEGGRAQGWKSFVAILDGIELNEEEERLAAKGASDAFNRFGDLLERTFA. The pKd is 4.7. The compound is O=C(O)/C=C/C(=O)Nc1ccc(Nc2ccccc2)cc1. (3) The compound is COc1cc(O)c(CC=C(C)C)c(O)c1C(=O)/C=C/c1ccc(O)cc1. The target protein (Q9Y6Y9) has sequence MLPFLFFSTLFSSIFTEAQKQYWVCNSSDASISYTYCDKMQYPISINVNPCIELKRSKGLLHIFYIPRRDLKQLYFNLYITVNTMNLPKRKEVICRGSDDDYSFCRALKGETVNTTISFSFKGIKFSKGKYKCVVEAISGSPEEMLFCLEFVILHQPNSN. The pKd is 3.3. (4) The drug is O=C(NOCC1CC1)c1ccc(F)c(F)c1Nc1ccc(I)cc1Cl. The target protein (O75747) has sequence MAYSWQTDPNPNESHEKQYEHQEFLFVNQPHSSSQVSLGFDQIVDEISGKIPHYESEIDENTFFVPTAPKWDSTGHSLNEAHQISLNEFTSKSRELSWHQVSKAPAIGFSPSVLPKPQNTNKECSWGSPIGKHHGADDSRFSILAPSFTSLDKINLEKELENENHNYHIGFESSIPPTNSSFSSDFMPKEENKRSGHVNIVEPSLMLLKGSLQPGMWESTWQKNIESIGCSIQLVEVPQSSNTSLASFCNKVKKIRERYHAADVNFNSGKIWSTTTAFPYQLFSKTKFNIHIFIDNSTQPLHFMPCANYLVKDLIAEILHFCTNDQLLPKDHILSVCGSEEFLQNDHCLGSHKMFQKDKSVIQLHLQKSREAPGKLSRKHEEDHSQFYLNQLLEFMHIWKVSRQCLLTLIRKYDFHLKYLLKTQENVYNIIEEVKKICSVLGCVETKQITDAVNELSLILQRKGENFYQSSETSAKGLIEKVTTELSTSIYQLINVYCNS.... The pKd is 5.0.